Dataset: Full USPTO retrosynthesis dataset with 1.9M reactions from patents (1976-2016). Task: Predict the reactants needed to synthesize the given product. (1) Given the product [C:15]([O:19][C:20](=[O:21])[NH:22][C@@H:23]1[CH2:24][C@H:25]([C:28](=[O:30])[N:7]([C:6]2[C:2]([Cl:1])=[N:3][N:4]([C:9]3[CH:10]=[N:11][CH:12]=[CH:13][CH:14]=3)[CH:5]=2)[CH3:8])[CH2:26][CH2:27]1)([CH3:16])([CH3:17])[CH3:18], predict the reactants needed to synthesize it. The reactants are: [Cl:1][C:2]1[C:6]([NH:7][CH3:8])=[CH:5][N:4]([C:9]2[CH:10]=[N:11][CH:12]=[CH:13][CH:14]=2)[N:3]=1.[C:15]([O:19][C:20]([NH:22][C@@H:23]1[CH2:27][CH2:26][C@H:25]([C:28]([OH:30])=O)[CH2:24]1)=[O:21])([CH3:18])([CH3:17])[CH3:16].CN1CCOCC1. (2) The reactants are: [CH3:1][N:2]([CH:10]1[CH2:13][N:12]([C:14]2[C:15]3[N:16]([CH:26]=[N:27][N:28]=3)[C:17]3[CH:23]=[C:22]([CH:24]=[CH2:25])[CH:21]=[N:20][C:18]=3[N:19]=2)[CH2:11]1)C(=O)OC(C)(C)C.[H][H]. Given the product [CH2:24]([C:22]1[CH:21]=[N:20][C:18]2[N:19]=[C:14]([N:12]3[CH2:13][CH:10]([NH:2][CH3:1])[CH2:11]3)[C:15]3[N:16]([CH:26]=[N:27][N:28]=3)[C:17]=2[CH:23]=1)[CH3:25], predict the reactants needed to synthesize it.